From a dataset of Catalyst prediction with 721,799 reactions and 888 catalyst types from USPTO. Predict which catalyst facilitates the given reaction. (1) Reactant: [Br:1]Br.[C:3]([N:8]1[CH2:13][CH2:12][C:11](=[O:14])[CH2:10][CH2:9]1)([O:5][CH2:6][CH3:7])=[O:4].Br. Product: [CH2:6]([O:5][C:3]([N:8]1[CH2:9][CH2:10][C:11](=[O:14])[CH:12]([Br:1])[CH2:13]1)=[O:4])[CH3:7]. The catalyst class is: 90. (2) Reactant: [H-].[Na+].[CH3:3][O:4][C:5]1[N:19]=[CH:18][C:17]2[N:10]3[C:11](=[O:16])[CH2:12][NH:13][C:14](=[O:15])[CH:9]3[CH2:8][C:7]=2[CH:6]=1.[CH2:20](Br)[C:21]1[CH:26]=[CH:25][CH:24]=[CH:23][CH:22]=1. Product: [CH2:20]([N:13]1[CH2:12][C:11](=[O:16])[N:10]2[C:17]3[CH:18]=[N:19][C:5]([O:4][CH3:3])=[CH:6][C:7]=3[CH2:8][CH:9]2[C:14]1=[O:15])[C:21]1[CH:26]=[CH:25][CH:24]=[CH:23][CH:22]=1. The catalyst class is: 288. (3) Reactant: C[O:2][C:3](=[O:26])[C@@H:4]1[CH2:8][CH2:7][CH2:6][N:5]1[C:9](=[O:25])[C@H:10]([CH:22]([CH3:24])[CH3:23])[NH:11][C:12]([O:14][CH2:15][C:16]1[CH:21]=[CH:20][CH:19]=[CH:18][CH:17]=1)=[O:13].[Li+].[OH-].Cl. Product: [C:12]([NH:11][C@H:10]([C:9]([N:5]1[CH2:6][CH2:7][CH2:8][C@H:4]1[C:3]([OH:26])=[O:2])=[O:25])[CH:22]([CH3:24])[CH3:23])([O:14][CH2:15][C:16]1[CH:17]=[CH:18][CH:19]=[CH:20][CH:21]=1)=[O:13]. The catalyst class is: 1. (4) The catalyst class is: 774. Reactant: [O:1]1[CH2:6][CH2:5][CH2:4][O:3][CH:2]1[C:7]1[CH:12]=[CH:11][C:10]([C:13]2[S:14][C:15]3[C:20]([N:21]=2)=[CH:19][CH:18]=[C:17]([C:22]([CH:24]2[CH2:27][CH2:26][CH2:25]2)=[CH2:23])[N:16]=3)=[C:9]([F:28])[CH:8]=1.[I-].[CH3:30][S+](C)(C)=O.CC([O-])(C)C.[K+]. Product: [O:3]1[CH2:4][CH2:5][CH2:6][O:1][CH:2]1[C:7]1[CH:12]=[CH:11][C:10]([C:13]2[S:14][C:15]3[C:20]([N:21]=2)=[CH:19][CH:18]=[C:17]([C:22]2([CH:24]4[CH2:27][CH2:26][CH2:25]4)[CH2:30][CH2:23]2)[N:16]=3)=[C:9]([F:28])[CH:8]=1. (5) Reactant: [H-].[Na+].[CH2:3]([N:10]1[CH2:15][CH2:14][C:13]([CH2:17][C:18]2[CH:23]=[C:22]([F:24])[CH:21]=[CH:20][C:19]=2F)([OH:16])[CH2:12][CH2:11]1)[C:4]1[CH:9]=[CH:8][CH:7]=[CH:6][CH:5]=1.CN(C)C=O.O. Product: [CH2:3]([N:10]1[CH2:15][CH2:14][C:13]2([CH2:17][C:18]3[CH:23]=[C:22]([F:24])[CH:21]=[CH:20][C:19]=3[O:16]2)[CH2:12][CH2:11]1)[C:4]1[CH:9]=[CH:8][CH:7]=[CH:6][CH:5]=1. The catalyst class is: 11. (6) Reactant: [CH:1]1([NH:4][C:5]2[N:6]=[C:7]3[CH:30]=[CH:29][N:28]=[CH:27][C:8]3=[N:9][C:10]=2[N:11]2[CH2:16][CH2:15][CH:14]([C:17]([C:19]3[CH:24]=[CH:23][C:22]([F:25])=[CH:21][C:20]=3[F:26])=[O:18])[CH2:13][CH2:12]2)[CH2:3][CH2:2]1.C(O)(C(F)(F)F)=O.[BH4-].[Na+]. Product: [CH:1]1([NH:4][C:5]2[N:6]=[C:7]3[CH:30]=[CH:29][N:28]=[CH:27][C:8]3=[N:9][C:10]=2[N:11]2[CH2:12][CH2:13][CH:14]([CH:17]([C:19]3[CH:24]=[CH:23][C:22]([F:25])=[CH:21][C:20]=3[F:26])[OH:18])[CH2:15][CH2:16]2)[CH2:2][CH2:3]1. The catalyst class is: 5.